From a dataset of Forward reaction prediction with 1.9M reactions from USPTO patents (1976-2016). Predict the product of the given reaction. (1) Given the reactants [NH2:1][CH:2]([C:18]1[N:22]([CH3:23])[CH:21]=[N:20][CH:19]=1)[C:3]1[CH:8]=[C:7]([C:9]2[CH:14]=[CH:13][CH:12]=[CH:11][C:10]=2[CH3:15])[C:6]([C:16]#[N:17])=[CH:5][CH:4]=1.[N+:24]([C:27]1[CH:34]=[CH:33][C:30]([CH:31]=O)=[CH:29][CH:28]=1)([O-:26])=[O:25].C(O)(=O)C.C(O[BH-](OC(=O)C)OC(=O)C)(=O)C.[Na+], predict the reaction product. The product is: [CH3:15][C:10]1[CH:11]=[CH:12][CH:13]=[CH:14][C:9]=1[C:7]1[C:6]([C:16]#[N:17])=[CH:5][CH:4]=[C:3]([CH:2]([C:18]2[N:22]([CH3:23])[CH:21]=[N:20][CH:19]=2)[NH:1][CH2:31][C:30]2[CH:33]=[CH:34][C:27]([N+:24]([O-:26])=[O:25])=[CH:28][CH:29]=2)[CH:8]=1. (2) Given the reactants [CH:1]1([C:7]2[CH:13]=[CH:12][C:10]([NH2:11])=[CH:9][CH:8]=2)[CH2:6][CH2:5][CH2:4][CH2:3][CH2:2]1.C1C2C(COC([N:31]3[CH2:36][CH2:35][N:34](C(OC(C)(C)C)=O)[CH2:33][CH:32]3[CH2:44][C:45](O)=[O:46])=O)C3C(=CC=CC=3)C=2C=CC=1.[N:48]([C:51]1[CH:63]=[CH:62][C:61]2[C:60]3[C:55](=[CH:56][CH:57]=[CH:58][CH:59]=3)[CH2:54][C:53]=2[CH:52]=1)=[C:49]=[O:50], predict the reaction product. The product is: [CH:52]1[C:53]2[CH2:54][C:55]3[C:60](=[CH:59][CH:58]=[CH:57][CH:56]=3)[C:61]=2[CH:62]=[CH:63][C:51]=1[NH:48][C:49]([N:31]1[CH2:36][CH2:35][NH:34][CH2:33][CH:32]1[CH2:44][C:45](=[O:46])[NH:11][C:10]1[CH:9]=[CH:8][C:7]([CH:1]2[CH2:2][CH2:3][CH2:4][CH2:5][CH2:6]2)=[CH:13][CH:12]=1)=[O:50]. (3) The product is: [C:1]([O:5][C:6]([N:8]1[CH2:14][CH2:13][C:12]2[CH:15]=[CH:16][C:17]([CH:21]=[CH:22][C:23]3[CH:28]=[CH:27][CH:26]=[CH:25][CH:24]=3)=[CH:18][C:11]=2[C@H:10]([CH3:20])[CH2:9]1)=[O:7])([CH3:4])([CH3:3])[CH3:2]. Given the reactants [C:1]([O:5][C:6]([N:8]1[CH2:14][CH2:13][C:12]2[CH:15]=[CH:16][C:17](Cl)=[CH:18][C:11]=2[C@H:10]([CH3:20])[CH2:9]1)=[O:7])([CH3:4])([CH3:3])[CH3:2].[CH2:21]=[CH:22][C:23]1[CH:28]=[CH:27][CH:26]=[CH:25][CH:24]=1, predict the reaction product. (4) Given the reactants S(Cl)(Cl)=O.[OH:5][C:6]1[CH:7]=[C:8]([CH2:12][C:13]([OH:15])=[O:14])[CH:9]=[CH:10][CH:11]=1.[CH3:16]O, predict the reaction product. The product is: [CH3:16][O:14][C:13](=[O:15])[CH2:12][C:8]1[CH:9]=[CH:10][CH:11]=[C:6]([OH:5])[CH:7]=1. (5) Given the reactants [Cl-].[Br-:2].[CH3:3][N+:4]1([CH2:25][CH:26]2[CH2:28][CH2:27]2)[C@@H:21]2[CH2:22][C:9]3=[CH:10][CH:11]=[C:12]([OH:24])[C:13]4[O:14][C@H:15]5[C:16]([CH2:18][CH2:19][C@:20]2([OH:23])[C@:7]5([C:8]=43)[CH2:6][CH2:5]1)=[O:17].[Cl-], predict the reaction product. The product is: [CH3:3][N+:4]1([CH2:25][CH:26]2[CH2:28][CH2:27]2)[C@@H:21]2[CH2:22][C:9]3[CH:10]=[CH:11][C:12]([OH:24])=[C:13]4[O:14][C@H:15]5[C:16]([CH2:18][CH2:19][C@:20]2([OH:23])[C@:7]5([C:8]=34)[CH2:6][CH2:5]1)=[O:17].[Br-:2]. (6) Given the reactants [F:1][C:2]1[CH:10]=[CH:9][CH:8]=[CH:7][C:3]=1[C:4]([OH:6])=O.[CH:11]1([C:16]2[S:20][C:19]([NH2:21])=[N:18][N:17]=2)[CH2:15][CH2:14][CH2:13][CH2:12]1.C(Cl)CCl.C1C=NC2N(O)N=NC=2C=1, predict the reaction product. The product is: [CH:11]1([C:16]2[S:20][C:19]([NH:21][C:4](=[O:6])[C:3]3[CH:7]=[CH:8][CH:9]=[CH:10][C:2]=3[F:1])=[N:18][N:17]=2)[CH2:12][CH2:13][CH2:14][CH2:15]1.